From a dataset of Full USPTO retrosynthesis dataset with 1.9M reactions from patents (1976-2016). Predict the reactants needed to synthesize the given product. (1) The reactants are: [F:1][C:2]([F:11])([F:10])[C:3]1[CH:4]=[C:5]([SH:9])[CH:6]=[CH:7][CH:8]=1.[Cl:12][C:13]1[CH:18]=[CH:17][C:16]([CH:19]2[CH2:24][CH:23](CS([O-])(=O)=O)[CH2:22][CH2:21][O:20]2)=[C:15]([CH3:30])[CH:14]=1.C([O-])([O-])=O.[K+].[K+]. Given the product [Cl:12][C:13]1[CH:18]=[CH:17][C:16]([CH:19]2[CH2:24][CH:23]([S:9][C:5]3[CH:6]=[CH:7][CH:8]=[C:3]([C:2]([F:1])([F:10])[F:11])[CH:4]=3)[CH2:22][CH2:21][O:20]2)=[C:15]([CH3:30])[CH:14]=1, predict the reactants needed to synthesize it. (2) Given the product [Cl:1][C:2]1[CH:3]=[C:4]([CH:25]=[CH:26][CH:27]=1)[CH2:5][C@@H:6]([CH2:10][CH2:11][C@H:12]([CH2:16][C:17]1[CH:18]=[CH:19][C:20]([OH:23])=[CH:21][CH:22]=1)[C:13]([OH:15])=[O:14])[C:7]([OH:9])=[O:8], predict the reactants needed to synthesize it. The reactants are: [Cl:1][C:2]1[CH:3]=[C:4]([CH:25]=[CH:26][CH:27]=1)[CH2:5][C@@H:6]([CH2:10][CH2:11][C@H:12]([CH2:16][C:17]1[CH:22]=[CH:21][C:20]([O:23]C)=[CH:19][CH:18]=1)[C:13]([OH:15])=[O:14])[C:7]([OH:9])=[O:8].Cl.N1C=CC=CC=1. (3) Given the product [CH2:36]([O:38][C:39]1[CH:44]=[CH:43][C:42]([C:45]([N:47]=[C:48]=[S:49])=[O:46])=[CH:41][CH:40]=1)[CH3:37].[Cl:13][C:14]1[CH:15]=[C:16]([NH:17][C:48]([NH:47][C:45](=[O:46])[C:42]2[CH:43]=[CH:44][C:39]([O:38][CH2:36][CH3:37])=[CH:40][CH:41]=2)=[S:49])[CH:18]=[CH:19][C:20]=1[O:21][C:22]1[C:31]2[C:26](=[CH:27][C:28]([O:34][CH3:35])=[C:29]([O:32][CH3:33])[CH:30]=2)[N:25]=[CH:24][CH:23]=1, predict the reactants needed to synthesize it. The reactants are: C(OC1C=CC(C(Cl)=O)=CC=1)C.[Cl:13][C:14]1[CH:15]=[C:16]([CH:18]=[CH:19][C:20]=1[O:21][C:22]1[C:31]2[C:26](=[CH:27][C:28]([O:34][CH3:35])=[C:29]([O:32][CH3:33])[CH:30]=2)[N:25]=[CH:24][CH:23]=1)[NH2:17].[CH2:36]([O:38][C:39]1[CH:44]=[CH:43][C:42]([C:45]([N:47]=[C:48]=[S:49])=[O:46])=[CH:41][CH:40]=1)[CH3:37]. (4) Given the product [CH3:1][O:2][C:3]1[CH:8]=[CH:7][CH:6]=[CH:5][C:4]=1[C:9]1[CH:14]=[CH:13][C:12]([C:15]([N:17]2[C:23]3[CH:24]=[CH:25][CH:26]=[CH:27][C:22]=3[CH2:21][N:20]3[C:28]([C:31]([N:36]([CH3:35])[CH2:37][CH2:38][C:39]4[CH:44]=[CH:43][N:42]=[CH:41][CH:40]=4)=[O:32])=[CH:29][CH:30]=[C:19]3[CH2:18]2)=[O:16])=[CH:11][C:10]=1[CH3:34], predict the reactants needed to synthesize it. The reactants are: [CH3:1][O:2][C:3]1[CH:8]=[CH:7][CH:6]=[CH:5][C:4]=1[C:9]1[CH:14]=[CH:13][C:12]([C:15]([N:17]2[C:23]3[CH:24]=[CH:25][CH:26]=[CH:27][C:22]=3[CH2:21][N:20]3[C:28]([C:31](O)=[O:32])=[CH:29][CH:30]=[C:19]3[CH2:18]2)=[O:16])=[CH:11][C:10]=1[CH3:34].[CH3:35][NH:36][CH2:37][CH2:38][C:39]1[CH:44]=[CH:43][N:42]=[CH:41][CH:40]=1. (5) Given the product [Br:2][C:3]1[CH:4]=[CH:5][C:6]2[C:7]3[N:15]([CH2:16][CH2:17][CH2:18][CH2:19][CH2:20][S:21]([Cl:1])(=[O:30])=[O:34])[C:14]([CH2:25][O:26][CH2:27][CH3:28])=[N:13][C:8]=3[CH:9]=[N:10][C:11]=2[CH:12]=1, predict the reactants needed to synthesize it. The reactants are: [ClH:1].[Br:2][C:3]1[CH:4]=[CH:5][C:6]2[C:7]3[N:15]([CH2:16][CH2:17][CH2:18][CH2:19][CH2:20][S:21]C(=N)N)[C:14]([CH2:25][O:26][CH2:27][CH3:28])=[N:13][C:8]=3[CH:9]=[N:10][C:11]=2[CH:12]=1.Cl([O-])(=O)=[O:30].[Na+].[OH2:34].